This data is from Forward reaction prediction with 1.9M reactions from USPTO patents (1976-2016). The task is: Predict the product of the given reaction. (1) Given the reactants [CH3:1][O:2][C:3]1[CH:8]=[CH:7][CH:6]=[CH:5][C:4]=1[CH:9]=[CH:10][C:11]([OH:13])=O.[CH3:14][CH:15]1[CH2:20][CH2:19][CH2:18][CH2:17][CH:16]1[NH2:21], predict the reaction product. The product is: [CH3:1][O:2][C:3]1[CH:8]=[CH:7][CH:6]=[CH:5][C:4]=1[CH:9]=[CH:10][C:11]([NH:21][CH:16]1[CH2:17][CH2:18][CH2:19][CH2:20][CH:15]1[CH3:14])=[O:13]. (2) The product is: [F:1][C:2]1([F:33])[CH2:7][CH2:6][N:5]([C:8]([C:10]2[N:28]([CH:37]([CH3:39])[CH3:38])[C:13]3=[N:14][CH:15]=[C:16]([O:18][CH2:19][CH2:20][CH2:21][N:22]4[CH2:26][CH2:25][CH2:24][C@H:23]4[CH3:27])[CH:17]=[C:12]3[CH:11]=2)=[O:9])[CH2:4][CH2:3]1. Given the reactants [F:1][C:2]1([F:33])[CH2:7][CH2:6][N:5]([C:8]([C:10]2[N:28](S(C)(=O)=O)[C:13]3=[N:14][CH:15]=[C:16]([O:18][CH2:19][CH2:20][CH2:21][N:22]4[CH2:26][CH2:25][CH2:24][C@H:23]4[CH3:27])[CH:17]=[C:12]3[CH:11]=2)=[O:9])[CH2:4][CH2:3]1.[H-].[Na+].Br[CH:37]([CH3:39])[CH3:38], predict the reaction product.